This data is from Forward reaction prediction with 1.9M reactions from USPTO patents (1976-2016). The task is: Predict the product of the given reaction. Given the reactants [F:1][C:2]1[CH:7]=[CH:6][CH:5]=[C:4]([F:8])[C:3]=1[OH:9].[Si:10](Cl)([C:13]([CH3:16])([CH3:15])[CH3:14])([CH3:12])[CH3:11].N1C=CN=C1, predict the reaction product. The product is: [C:13]([Si:10]([CH3:12])([CH3:11])[O:9][C:3]1[C:4]([F:8])=[CH:5][CH:6]=[CH:7][C:2]=1[F:1])([CH3:16])([CH3:15])[CH3:14].